Task: Predict the reactants needed to synthesize the given product.. Dataset: Full USPTO retrosynthesis dataset with 1.9M reactions from patents (1976-2016) (1) The reactants are: [OH:1][CH:2]1[CH2:7][CH2:6][CH:5]([C:8]([OH:10])=[O:9])[CH2:4][CH2:3]1.[H-].[Na+].Cl[C:14]1[N:19]=[CH:18][C:17]([CH2:20][CH3:21])=[CH:16][N:15]=1. Given the product [CH2:20]([C:17]1[CH:16]=[N:15][C:14]([O:1][CH:2]2[CH2:7][CH2:6][CH:5]([C:8]([OH:10])=[O:9])[CH2:4][CH2:3]2)=[N:19][CH:18]=1)[CH3:21], predict the reactants needed to synthesize it. (2) Given the product [N+:11]([C:3]1[CH:4]=[C:5]([N+:8]([O-:10])=[O:9])[CH:6]=[CH:7][C:2]=1[NH:19][CH2:18][CH2:17][N:16]([CH2:20][CH3:21])[CH2:14][CH3:15])([O-:13])=[O:12], predict the reactants needed to synthesize it. The reactants are: Cl[C:2]1[CH:7]=[CH:6][C:5]([N+:8]([O-:10])=[O:9])=[CH:4][C:3]=1[N+:11]([O-:13])=[O:12].[CH2:14]([N:16]([CH2:20][CH3:21])[CH2:17][CH2:18][NH2:19])[CH3:15].[OH-].[NH4+]. (3) Given the product [C:1]([O:5][C@@H:6]([C:11]1[C:16]([CH3:17])=[CH:15][CH:14]=[C:13]([CH:18]2[CH2:19][CH2:20]2)[C:12]=1[C:21]1[C:22]([CH3:31])=[C:23]2[C:28](=[CH:29][CH:30]=1)[O:27][CH2:26][CH2:25][CH2:24]2)[C:7]([OH:9])=[O:8])([CH3:4])([CH3:3])[CH3:2], predict the reactants needed to synthesize it. The reactants are: [C:1]([O:5][C@@H:6]([C:11]1[C:16]([CH3:17])=[CH:15][CH:14]=[C:13]([CH:18]2[CH2:20][CH2:19]2)[C:12]=1[C:21]1[C:22]([CH3:31])=[C:23]2[C:28](=[CH:29][CH:30]=1)[O:27][CH2:26][CH2:25][CH2:24]2)[C:7]([O:9]C)=[O:8])([CH3:4])([CH3:3])[CH3:2].[OH-].[Na+]. (4) Given the product [CH3:10][C:8]1([CH3:11])[CH2:7][C:6]2[CH:12]=[C:2]([N:1]3[CH:32]=[N:30][N:29]=[N:28]3)[CH:3]=[C:4]([C:13]([O:15][CH2:16][CH3:17])=[O:14])[C:5]=2[O:9]1, predict the reactants needed to synthesize it. The reactants are: [NH2:1][C:2]1[CH:3]=[C:4]([C:13]([O:15][CH2:16][CH3:17])=[O:14])[C:5]2[O:9][C:8]([CH3:11])([CH3:10])[CH2:7][C:6]=2[CH:12]=1.C(OCC)(OCC)OCC.[N-:28]=[N+:29]=[N-:30].[Na+].[C:32](O)(=O)C. (5) Given the product [CH3:1][O:2][CH2:3][CH:4]([N:13]=[N+:14]=[N-:15])[CH2:5][O:6][CH3:7], predict the reactants needed to synthesize it. The reactants are: [CH3:1][O:2][CH2:3][CH:4](OS(C)(=O)=O)[CH2:5][O:6][CH3:7].[N-:13]=[N+:14]=[N-:15].[Na+].